From a dataset of Full USPTO retrosynthesis dataset with 1.9M reactions from patents (1976-2016). Predict the reactants needed to synthesize the given product. (1) Given the product [Br:1][C:2]1[CH:7]=[CH:6][C:5]([CH2:8][CH2:9][CH:10]=[O:11])=[C:4]([O:12][C:13]([F:14])([F:15])[F:16])[CH:3]=1, predict the reactants needed to synthesize it. The reactants are: [Br:1][C:2]1[CH:7]=[CH:6][C:5]([CH2:8][CH2:9][CH2:10][OH:11])=[C:4]([O:12][C:13]([F:16])([F:15])[F:14])[CH:3]=1.[Cr](Cl)([O-])(=O)=O.[NH+]1C=CC=CC=1. (2) Given the product [I:9][C:4](=[CH:5][O:6][CH3:7])[C:3]([O:2][CH3:1])=[O:8], predict the reactants needed to synthesize it. The reactants are: [CH3:1][O:2][C:3](=[O:8])[CH:4]=[CH:5][O:6][CH3:7].[I:9]N1C(=O)CCC1=O.C(O)(=O)C.C(N(CC)CC)C. (3) Given the product [I:1][C:2]1[CH:9]=[CH:8][C:5]([CH:6]2[O:26][CH2:23][CH2:24][O:25]2)=[C:4]([C:10]([F:13])([F:12])[F:11])[CH:3]=1, predict the reactants needed to synthesize it. The reactants are: [I:1][C:2]1[CH:9]=[CH:8][C:5]([C:6]#N)=[C:4]([C:10]([F:13])([F:12])[F:11])[CH:3]=1.CC(C[AlH]CC(C)C)C.[CH2:23]([OH:26])[CH2:24][OH:25]. (4) Given the product [Cl:1][C:2]1[N:7]=[C:6]([C:8]([N:24]([O:25][CH3:26])[CH3:23])=[O:10])[CH:5]=[N:4][CH:3]=1, predict the reactants needed to synthesize it. The reactants are: [Cl:1][C:2]1[N:7]=[C:6]([C:8]([OH:10])=O)[CH:5]=[N:4][CH:3]=1.C(Cl)(=O)C(Cl)=O.CN(C=O)C.Cl.[CH3:23][NH:24][O:25][CH3:26]. (5) Given the product [CH:1]([C:4]1[C:5]([CH:6]=[CH:17][N+:14]([O-:16])=[O:15])=[CH:8][CH:9]=[CH:10][C:11]=1[O:12][CH3:13])([CH3:3])[CH3:2], predict the reactants needed to synthesize it. The reactants are: [CH:1]([C:4]1[C:11]([O:12][CH3:13])=[CH:10][CH:9]=[CH:8][C:5]=1[CH:6]=O)([CH3:3])[CH3:2].[N+:14]([CH3:17])([O-:16])=[O:15].C([O-])(=O)C.[NH4+]. (6) Given the product [F:20][C:18]1[C:17]([C:23]([C:4]2[CH:5]=[CH:6][CH:7]=[CH:8][C:3]=2[O:2][CH3:1])=[O:24])=[N:16][CH:15]=[C:12]([F:11])[CH:19]=1, predict the reactants needed to synthesize it. The reactants are: [CH3:1][O:2][C:3]1[CH:8]=[CH:7][CH:6]=[CH:5][C:4]=1[Mg]Br.[F:11][C:12]1([CH:19]=[C:18]([F:20])[CH:17]=[N:16][CH2:15]1)C#N.C1C[O:24][CH2:23]C1. (7) Given the product [CH2:12]1[C:13]2[C:18](=[CH:17][CH:16]=[CH:15][CH:14]=2)[CH2:19][CH2:20][N:11]1[CH2:10][C@@H:9]([OH:21])[CH2:8][N:5]1[CH:6]=[CH:7][C:2]([NH:23][C:24]2[CH:29]=[CH:28][CH:27]=[CH:26][CH:25]=2)=[CH:3][C:4]1=[O:22], predict the reactants needed to synthesize it. The reactants are: Br[C:2]1[CH:7]=[CH:6][N:5]([CH2:8][C@H:9]([OH:21])[CH2:10][N:11]2[CH2:20][CH2:19][C:18]3[C:13](=[CH:14][CH:15]=[CH:16][CH:17]=3)[CH2:12]2)[C:4](=[O:22])[CH:3]=1.[NH2:23][C:24]1[CH:29]=[CH:28][CH:27]=[CH:26][CH:25]=1.CC1(C)C2C(=C(P(C3C=CC=CC=3)C3C=CC=CC=3)C=CC=2)OC2C(P(C3C=CC=CC=3)C3C=CC=CC=3)=CC=CC1=2.CC([O-])(C)C.[K+].